Predict which catalyst facilitates the given reaction. From a dataset of Catalyst prediction with 721,799 reactions and 888 catalyst types from USPTO. Reactant: [Br:1][C:2]1[N:3]([CH:21]2[CH2:24][O:23][CH2:22]2)[C:4]([CH:12]([C:14]2[CH:19]=[CH:18][C:17]([Cl:20])=[CH:16][CH:15]=2)O)=[C:5]([C:7]([O:9][CH2:10][CH3:11])=[O:8])[N:6]=1.[CH3:25][N:26]1[C:30]2[CH:31]=[C:32]([NH2:36])[CH:33]=[C:34]([CH3:35])[C:29]=2[N:28]=[N:27]1. Product: [Br:1][C:2]1[N:3]([CH:21]2[CH2:24][O:23][CH2:22]2)[C:4]([CH:12]([C:14]2[CH:19]=[CH:18][C:17]([Cl:20])=[CH:16][CH:15]=2)[NH:36][C:32]2[CH:33]=[C:34]([CH3:35])[C:29]3[N:28]=[N:27][N:26]([CH3:25])[C:30]=3[CH:31]=2)=[C:5]([C:7]([O:9][CH2:10][CH3:11])=[O:8])[N:6]=1. The catalyst class is: 473.